Dataset: Reaction yield outcomes from USPTO patents with 853,638 reactions. Task: Predict the reaction yield, written as a fraction of the theoretical maximum amount of product (1.0 means a 100% yield; for example, 0.34 means a 34% yield). (1) The reactants are Br[C:2]1[C:11]2[C:6](=[CH:7][CH:8]=[C:9]([OH:12])[CH:10]=2)[N:5]=[C:4]([C:13]2[CH:18]=[CH:17][C:16]([OH:19])=[C:15]([F:20])[CH:14]=2)[CH:3]=1.[N:21]1[CH:26]=[C:25](B(O)O)[CH:24]=[N:23][CH:22]=1. No catalyst specified. The product is [F:20][C:15]1[CH:14]=[C:13]([C:4]2[CH:3]=[C:2]([C:25]3[CH:26]=[N:21][CH:22]=[N:23][CH:24]=3)[C:11]3[C:6](=[CH:7][CH:8]=[C:9]([OH:12])[CH:10]=3)[N:5]=2)[CH:18]=[CH:17][C:16]=1[OH:19]. The yield is 0.340. (2) The reactants are [CH2:1]([C@H:6]1[CH2:8][C@H:7]1[CH2:9][C@@H:10]1[CH2:12][C@@H:11]1[CH2:13][C:14]#[C:15][CH2:16][CH2:17][CH2:18][CH2:19][CH2:20][OH:21])[CH2:2][CH2:3][CH2:4][CH3:5].C([C@@H]1C[C@@H]1C[C@@H]1C[C@@H]1CO)CCCC. No catalyst specified. The product is [CH2:1]([C@@H:6]1[CH2:8][C@@H:7]1[CH2:9][C@H:10]1[CH2:12][C@H:11]1[CH2:13][C:14]#[C:15][CH2:16][CH2:17][CH2:18][CH2:19][CH2:20][OH:21])[CH2:2][CH2:3][CH2:4][CH3:5]. The yield is 0.610. (3) The reactants are [CH2:1]([N:8]1[C@@H:13]2[CH2:14][CH2:15][C@@:9]1([C:17]1[CH:22]=[CH:21][CH:20]=[CH:19][CH:18]=1)[C@H:10]([OH:16])[CH2:11][CH2:12]2)[C:2]1[CH:7]=[CH:6][CH:5]=[CH:4][CH:3]=1.[H-].[Na+].[F:25][C:26]([F:40])([F:39])[C:27]1[CH:28]=[C:29]([CH:32]=[C:33]([C:35]([F:38])([F:37])[F:36])[CH:34]=1)[CH2:30]Br.O. The catalyst is C1COCC1. The product is [CH2:1]([N:8]1[C@@H:13]2[CH2:14][CH2:15][C@@:9]1([C:17]1[CH:22]=[CH:21][CH:20]=[CH:19][CH:18]=1)[C@H:10]([O:16][CH2:30][C:29]1[CH:32]=[C:33]([C:35]([F:37])([F:38])[F:36])[CH:34]=[C:27]([C:26]([F:25])([F:39])[F:40])[CH:28]=1)[CH2:11][CH2:12]2)[C:2]1[CH:3]=[CH:4][CH:5]=[CH:6][CH:7]=1. The yield is 0.610. (4) The reactants are [CH3:1][C:2]([CH3:9])([CH3:8])[C:3](=O)[CH2:4][C:5]#[N:6].[N+:10]([C:13]1[CH:18]=[CH:17][C:16]([NH:19][NH2:20])=[CH:15][CH:14]=1)([O-:12])=[O:11].C(O)(=O)C. The catalyst is CCO. The product is [C:2]([C:3]1[CH:4]=[C:5]([NH2:6])[N:19]([C:16]2[CH:15]=[CH:14][C:13]([N+:10]([O-:12])=[O:11])=[CH:18][CH:17]=2)[N:20]=1)([CH3:9])([CH3:8])[CH3:1]. The yield is 0.850. (5) The reactants are BrC1C=CC(CO)=C(Cl)C=1.[CH3:11][S:12](Cl)(=[O:14])=[O:13].C(N(CC)C(C)C)(C)C.Cl.[CH:26]1([C:29]2[C:30]([O:40][CH2:41][CH:42]3[CH2:47][CH2:46][NH:45][CH2:44][CH2:43]3)=[CH:31][C:32]([F:39])=[C:33]([CH:38]=2)[C:34]([O:36][CH3:37])=[O:35])[CH2:28][CH2:27]1.C(=O)([O-])[O-].[K+].[K+]. The catalyst is O1CCCC1.C(OCC)(=O)C.[Cl-].[Na+].O. The product is [CH:26]1([C:29]2[C:30]([O:40][CH2:41][CH:42]3[CH2:43][CH2:44][N:45]([S:12]([CH3:11])(=[O:14])=[O:13])[CH2:46][CH2:47]3)=[CH:31][C:32]([F:39])=[C:33]([CH:38]=2)[C:34]([O:36][CH3:37])=[O:35])[CH2:28][CH2:27]1. The yield is 0.250. (6) The reactants are Cl[C:2]1[CH:7]=[C:6]([Cl:8])[N:5]=[CH:4][N:3]=1.[C:9]([N:16]1[CH2:21][CH2:20][CH:19]([CH2:22][NH2:23])[CH2:18][CH2:17]1)([O:11][C:12]([CH3:15])([CH3:14])[CH3:13])=[O:10].C(=O)([O-])[O-].[K+].[K+]. The catalyst is C(#N)C. The product is [Cl:8][C:6]1[N:5]=[CH:4][N:3]=[C:2]([NH:23][CH2:22][CH:19]2[CH2:20][CH2:21][N:16]([C:9]([O:11][C:12]([CH3:15])([CH3:14])[CH3:13])=[O:10])[CH2:17][CH2:18]2)[CH:7]=1. The yield is 1.00. (7) The reactants are [F:1][C:2]1[CH:9]=[C:8](/[CH:10]=[CH:11]/[B:12]2[O:16][C:15]([CH3:18])([CH3:17])[C:14]([CH3:20])([CH3:19])[O:13]2)[CH:7]=[CH:6][C:3]=1[CH:4]=O.[NH:21]1[CH2:26][CH2:25][O:24][CH2:23][CH2:22]1.[BH-](OC(C)=O)(OC(C)=O)OC(C)=O.[Na+].CC(O)=O. The catalyst is ClCCCl. The product is [F:1][C:2]1[CH:9]=[C:8](/[CH:10]=[CH:11]/[B:12]2[O:16][C:15]([CH3:18])([CH3:17])[C:14]([CH3:20])([CH3:19])[O:13]2)[CH:7]=[CH:6][C:3]=1[CH2:4][N:21]1[CH2:26][CH2:25][O:24][CH2:23][CH2:22]1. The yield is 0.940. (8) The reactants are [NH2:1][C:2]1[N:3]=[C:4]([C:25]2[O:26][CH:27]=[CH:28][CH:29]=2)[C:5]2[N:10]=[N:9][N:8]([CH2:11][C:12]3[CH:17]=[CH:16][C:15]([NH:18][C:19](=O)[O:20]CC)=[C:14]([CH3:24])[CH:13]=3)[C:6]=2[N:7]=1.[H-].[H-].[H-].[H-].[Li+].[Al+3].[OH-].[Na+].O. The catalyst is C1COCC1. The product is [NH2:1][C:2]1[N:3]=[C:4]([C:25]2[O:26][CH:27]=[CH:28][CH:29]=2)[C:5]2[N:10]=[N:9][N:8]([CH2:11][C:12]3[CH:17]=[CH:16][C:15]([NH:18][CH:19]=[O:20])=[C:14]([CH3:24])[CH:13]=3)[C:6]=2[N:7]=1. The yield is 0.0700. (9) The reactants are [Cl:1][C:2]1[CH:12]=[C:11]([Cl:13])[CH:10]=[CH:9][C:3]=1[O:4][CH2:5][C:6]([OH:8])=O.[CH3:14][C:15]1[N:16]=[C:17]([NH2:26])[S:18][C:19]=1[CH2:20][CH2:21][O:22][N+:23]([O-:25])=[O:24]. No catalyst specified. The product is [Cl:1][C:2]1[CH:12]=[C:11]([Cl:13])[CH:10]=[CH:9][C:3]=1[O:4][CH2:5][C:6]([NH:26][C:17]1[S:18][C:19]([CH2:20][CH2:21][O:22][N+:23]([O-:25])=[O:24])=[C:15]([CH3:14])[N:16]=1)=[O:8]. The yield is 0.770.